From a dataset of Forward reaction prediction with 1.9M reactions from USPTO patents (1976-2016). Predict the product of the given reaction. (1) Given the reactants [CH3:1][NH:2][NH2:3].[F:4][C:5]1[CH:12]=[C:11]([F:13])[CH:10]=[C:9]([F:14])[C:6]=1[CH:7]=O, predict the reaction product. The product is: [CH3:1][NH:2]/[N:3]=[CH:7]/[C:6]1[C:5]([F:4])=[CH:12][C:11]([F:13])=[CH:10][C:9]=1[F:14]. (2) Given the reactants [OH:1][CH:2]([CH2:8][N:9]([CH3:22])[S:10]([C:13]1[CH:18]=[CH:17][CH:16]=[CH:15][C:14]=1[N+:19]([O-:21])=[O:20])(=[O:12])=[O:11])[CH2:3][C:4]([O:6]C)=[O:5].[Li+:23].[OH-], predict the reaction product. The product is: [OH:1][CH:2]([CH2:8][N:9]([CH3:22])[S:10]([C:13]1[CH:18]=[CH:17][CH:16]=[CH:15][C:14]=1[N+:19]([O-:21])=[O:20])(=[O:11])=[O:12])[CH2:3][C:4]([O-:6])=[O:5].[Li+:23].